From a dataset of Reaction yield outcomes from USPTO patents with 853,638 reactions. Predict the reaction yield, written as a fraction of the theoretical maximum amount of product (1.0 means a 100% yield; for example, 0.34 means a 34% yield). The reactants are [NH:1]1[CH2:6][CH2:5][CH2:4][C@@H:3]([N:7]2[C:11]3[CH:12]=[CH:13][CH:14]=[CH:15][C:10]=3[N:9]=[C:8]2[C@@H:16]([NH:18][C:19]2[N:27]=[CH:26][N:25]=[C:24]3[C:20]=2[N:21]=[CH:22][NH:23]3)[CH3:17])[CH2:2]1.[CH3:28][C:29]([CH3:31])=O.C(O[BH-](OC(=O)C)OC(=O)C)(=O)C.[Na+].[OH-].[Na+]. The catalyst is C(Cl)Cl.CC(O)=O. The product is [CH:29]([N:1]1[CH2:6][CH2:5][CH2:4][C@@H:3]([N:7]2[C:11]3[CH:12]=[CH:13][CH:14]=[CH:15][C:10]=3[N:9]=[C:8]2[C@@H:16]([NH:18][C:19]2[N:27]=[CH:26][N:25]=[C:24]3[C:20]=2[N:21]=[CH:22][NH:23]3)[CH3:17])[CH2:2]1)([CH3:31])[CH3:28]. The yield is 0.350.